From a dataset of Full USPTO retrosynthesis dataset with 1.9M reactions from patents (1976-2016). Predict the reactants needed to synthesize the given product. (1) Given the product [Br:1][C:2]1[C:3]([O:9][CH3:10])=[N:4][C:5]([N:12]([CH3:13])[CH3:11])=[N:6][CH:7]=1, predict the reactants needed to synthesize it. The reactants are: [Br:1][C:2]1[C:3]([O:9][CH3:10])=[N:4][C:5](Cl)=[N:6][CH:7]=1.[CH3:11][NH:12][CH3:13]. (2) The reactants are: Cl[C:2]1[N:10]=[C:9]2[C:5]([N:6]=[CH:7][N:8]2[CH3:11])=[C:4]([NH:12][CH2:13][CH:14]2[CH2:16][CH2:15]2)[N:3]=1.[NH2:17][C@H:18]([CH2:21][CH3:22])[CH2:19][OH:20].CCOCC. Given the product [CH:14]1([CH2:13][NH:12][C:4]2[N:3]=[C:2]([NH:17][C@H:18]([CH2:21][CH3:22])[CH2:19][OH:20])[N:10]=[C:9]3[C:5]=2[N:6]=[CH:7][N:8]3[CH3:11])[CH2:16][CH2:15]1, predict the reactants needed to synthesize it. (3) Given the product [Cl:32][C:2]1[CH:7]=[CH:6][C:5]([NH:8][C:9](=[O:19])[C:10]([F:18])([F:17])[C:11]2[CH:16]=[CH:15][CH:14]=[CH:13][CH:12]=2)=[C:4]([F:20])[C:3]=1[CH2:21][CH2:22][OH:23], predict the reactants needed to synthesize it. The reactants are: N[C:2]1[CH:7]=[CH:6][C:5]([NH:8][C:9](=[O:19])[C:10]([F:18])([F:17])[C:11]2[CH:16]=[CH:15][CH:14]=[CH:13][CH:12]=2)=[C:4]([F:20])[C:3]=1[CH2:21][CH2:22][OH:23].N([O-])=O.[Na+].C(O)(=O)C.[ClH:32].